From a dataset of Full USPTO retrosynthesis dataset with 1.9M reactions from patents (1976-2016). Predict the reactants needed to synthesize the given product. (1) Given the product [Br:1][C:2]1[C:11]2[CH2:10][CH2:9][CH2:8][CH:7]([OH:12])[C:6]=2[CH:5]=[N:4][CH:3]=1, predict the reactants needed to synthesize it. The reactants are: [Br:1][C:2]1[C:11]2[CH2:10][CH2:9][CH2:8][C:7](=[O:12])[C:6]=2[CH:5]=[N:4][CH:3]=1.[BH4-].[Na+].CC(O)=O. (2) Given the product [CH2:1]([O:7][C:8]1[CH:15]=[CH:14][C:11]([CH2:12][N:18]2[CH2:21][CH:20]([C:22]([OH:24])=[O:23])[CH2:19]2)=[CH:10][C:9]=1[O:16][CH3:17])[CH2:2][CH2:3][CH2:4][CH2:5][CH3:6], predict the reactants needed to synthesize it. The reactants are: [CH2:1]([O:7][C:8]1[CH:15]=[CH:14][C:11]([CH:12]=O)=[CH:10][C:9]=1[O:16][CH3:17])[CH2:2][CH2:3][CH2:4][CH2:5][CH3:6].[NH:18]1[CH2:21][CH:20]([C:22]([OH:24])=[O:23])[CH2:19]1.C([BH3-])#N.[Na+]. (3) Given the product [CH2:11]([N:13]([CH2:19][CH3:20])[C:14]([C@H:15]1[C@H:7]([C:4]2[CH:5]=[CH:6][N:1]=[CH:2][CH:3]=2)[O:8][CH:17]=[N:16]1)=[O:18])[CH3:12], predict the reactants needed to synthesize it. The reactants are: [N:1]1[CH:6]=[CH:5][C:4]([CH:7]=[O:8])=[CH:3][CH:2]=1.[OH-].[K+].[CH2:11]([N:13]([CH2:19][CH3:20])[C:14](=[O:18])[CH2:15][N+:16]#[C-:17])[CH3:12]. (4) Given the product [CH3:1][C:2]1[CH:18]=[C:17]([CH3:19])[CH:16]=[CH:15][C:3]=1[O:4][C:5]1[S:6][C:7]2[C:13]([N:14]([CH2:38][CH2:34][CH3:35])[CH2:20][CH2:21][CH3:22])=[CH:12][CH:11]=[CH:10][C:8]=2[N:9]=1, predict the reactants needed to synthesize it. The reactants are: [CH3:1][C:2]1[CH:18]=[C:17]([CH3:19])[CH:16]=[CH:15][C:3]=1[O:4][C:5]1[S:6][C:7]2[C:13]([NH2:14])=[CH:12][CH:11]=[CH:10][C:8]=2[N:9]=1.[CH:20](=O)[CH2:21][CH3:22].C(O[BH-](O[C:34](=O)[CH3:35])OC(=O)C)(=O)C.[Na+].[CH3:38]C(O)=O. (5) Given the product [CH2:1]([O:3][CH:4]([O:8][CH2:9][CH3:10])[CH2:5][CH2:6][O:7][CH2:16][C:15]([CH3:17])=[CH2:14])[CH3:2], predict the reactants needed to synthesize it. The reactants are: [CH2:1]([O:3][CH:4]([O:8][CH2:9][CH3:10])[CH2:5][CH2:6][OH:7])[CH3:2].[H-].[Na+].Br[CH2:14][C:15]([CH3:17])=[CH2:16]. (6) Given the product [O:17]([C:14]1[CH:15]=[CH:16][C:11]([CH3:10])=[C:12]([N+:18]([O-:20])=[O:19])[CH:13]=1)[C:1]1[CH:6]=[CH:5][CH:4]=[CH:3][CH:2]=1, predict the reactants needed to synthesize it. The reactants are: [C:1]1(B(O)O)[CH:6]=[CH:5][CH:4]=[CH:3][CH:2]=1.[CH3:10][C:11]1[CH:16]=[CH:15][C:14]([OH:17])=[CH:13][C:12]=1[N+:18]([O-:20])=[O:19].FC1C(OC)=C(F)C=C2C=1C=CN2C.CCN(CC)CC. (7) Given the product [C:5]([O:4][C:3](=[O:9])[N:2]([CH:10]1[CH2:15][CH2:14][CH2:13][CH:12]([C:16]2[C:24]3[C:19](=[CH:20][CH:21]=[C:22]([NH2:25])[CH:23]=3)[NH:18][CH:17]=2)[CH2:11]1)[CH3:1])([CH3:8])([CH3:6])[CH3:7], predict the reactants needed to synthesize it. The reactants are: [CH3:1][N:2]([CH:10]1[CH2:15][CH2:14][CH2:13][CH:12]([C:16]2[C:24]3[C:19](=[CH:20][CH:21]=[C:22]([N+:25]([O-])=O)[CH:23]=3)[NH:18][CH:17]=2)[CH2:11]1)[C:3](=[O:9])[O:4][C:5]([CH3:8])([CH3:7])[CH3:6].O.NN. (8) Given the product [Cl:1][C:2]1[CH:7]=[CH:6][C:5]([N:8]([CH3:15])[C:9]2[CH:14]=[CH:13][CH:12]=[CH:11][CH:10]=2)=[C:4]([NH:16][CH:17]=[O:18])[CH:3]=1, predict the reactants needed to synthesize it. The reactants are: [Cl:1][C:2]1[CH:3]=[C:4]([NH2:16])[C:5]([N:8]([CH3:15])[C:9]2[CH:14]=[CH:13][CH:12]=[CH:11][CH:10]=2)=[CH:6][CH:7]=1.[CH:17](O)=[O:18]. (9) Given the product [C:29]([O:33][C:34]([N:36]1[CH2:41][CH2:40][N:39]([C:11]([C:8]2[C:7]([CH2:14][C:15]3[CH:20]=[CH:19][CH:18]=[C:17]([F:21])[C:16]=3[CH3:22])=[C:6]([C:23]3[CH:28]=[CH:27][CH:26]=[CH:25][CH:24]=3)[N:5]3[C:9]=2[CH:10]=[C:2]([Br:1])[CH:3]=[CH:4]3)=[O:13])[CH2:38][CH2:37]1)=[O:35])([CH3:32])([CH3:30])[CH3:31], predict the reactants needed to synthesize it. The reactants are: [Br:1][C:2]1[CH:3]=[CH:4][N:5]2[C:9]([CH:10]=1)=[C:8]([C:11]([OH:13])=O)[C:7]([CH2:14][C:15]1[CH:20]=[CH:19][CH:18]=[C:17]([F:21])[C:16]=1[CH3:22])=[C:6]2[C:23]1[CH:28]=[CH:27][CH:26]=[CH:25][CH:24]=1.[C:29]([O:33][C:34]([N:36]1[CH2:41][CH2:40][NH:39][CH2:38][CH2:37]1)=[O:35])([CH3:32])([CH3:31])[CH3:30].Cl.C(N=C=NCCCN(C)C)C.ON1C2C=CC=CC=2N=N1.CN1CCOCC1. (10) Given the product [F:51][C:52]1[CH:53]=[C:54]([NH:58][C:59]2[N:68]=[CH:67][C:66]3[C:61](=[CH:62][C:63]([O:77][CH:78]4[CH2:79][CH2:80][N:81]([C:84]([O:86][CH2:3][CH2:2][CH2:11][CH3:10])=[O:85])[CH2:82][CH2:83]4)=[C:64]([C:69]#[C:70][C:71]4[CH:76]=[CH:75][CH:74]=[CH:73][N:72]=4)[CH:65]=3)[N:60]=2)[CH:55]=[CH:56][CH:57]=1, predict the reactants needed to synthesize it. The reactants are: Br[C:2]1[CH:3]=C2C(=[CH:10][C:11]=1OC1CCN(C(OC(C)(C)C)=O)CC1)N=C(N[C:2]1[CH:3]=CC=[C:10](F)[CH:11]=1)N=C2.C(C1C=CC=CN=1)#C.CCN(C(C)C)C(C)C.[F:51][C:52]1[CH:53]=[C:54]([NH:58][C:59]2[N:68]=[CH:67][C:66]3[C:61](=[CH:62][C:63]([O:77][CH:78]4[CH2:83][CH2:82][N:81]([C:84]([O:86]C(C)(C)C)=[O:85])[CH2:80][CH2:79]4)=[C:64]([C:69]#[C:70][C:71]4[CH:76]=[CH:75][CH:74]=[CH:73][N:72]=4)[CH:65]=3)[N:60]=2)[CH:55]=[CH:56][CH:57]=1.C(O)(C(F)(F)F)=O.